From a dataset of Forward reaction prediction with 1.9M reactions from USPTO patents (1976-2016). Predict the product of the given reaction. The product is: [O:1]1[C:5]2[CH:6]=[CH:7][CH:8]=[CH:9][C:4]=2[CH:3]=[C:2]1[C:10]1[N:14]2[N:15]=[C:16]([NH:20][C@H:21]3[CH2:24][C@H:23]([CH2:25][OH:26])[CH2:22]3)[CH:17]=[CH:18][C:13]2=[N:12][CH:11]=1. Given the reactants [O:1]1[C:5]2[CH:6]=[CH:7][CH:8]=[CH:9][C:4]=2[CH:3]=[C:2]1[C:10]1[N:14]2[N:15]=[C:16](Cl)[CH:17]=[CH:18][C:13]2=[N:12][CH:11]=1.[NH2:20][C@H:21]1[CH2:24][C@H:23]([CH2:25][OH:26])[CH2:22]1.C(=O)([O-])[O-].[K+].[K+], predict the reaction product.